The task is: Predict which catalyst facilitates the given reaction.. This data is from Catalyst prediction with 721,799 reactions and 888 catalyst types from USPTO. (1) Reactant: [OH:1][C:2]1[C:11]2[C:6](=[CH:7][CH:8]=[CH:9][CH:10]=2)[C:5](=[O:12])[NH:4][C:3]=1[C:13]1[CH:18]=[CH:17][CH:16]=[CH:15][CH:14]=1.C(=O)([O-])[O-].[K+].[K+].Br[CH2:26][CH2:27][Cl:28]. Product: [Cl:28][CH2:27][CH2:26][O:1][C:2]1[C:11]2[C:6](=[CH:7][CH:8]=[CH:9][CH:10]=2)[C:5](=[O:12])[NH:4][C:3]=1[C:13]1[CH:14]=[CH:15][CH:16]=[CH:17][CH:18]=1. The catalyst class is: 5. (2) Reactant: [F:1][C:2]1[C:7]([N+:8]([O-])=O)=[CH:6][CH:5]=[C:4]([F:11])[C:3]=1[C:12]([C:14]1[C:22]2[C:17](=[N:18][CH:19]=[C:20]([I:23])[CH:21]=2)[NH:16][CH:15]=1)=[O:13].C(OCC)(=O)C.O1CCCC1.C(=O)(O)[O-].[Na+]. Product: [NH2:8][C:7]1[C:2]([F:1])=[C:3]([C:12]([C:14]2[C:22]3[C:17](=[N:18][CH:19]=[C:20]([I:23])[CH:21]=3)[NH:16][CH:15]=2)=[O:13])[C:4]([F:11])=[CH:5][CH:6]=1. The catalyst class is: 6. (3) Reactant: [C:1]([C:5]1[CH:10]=[CH:9][CH:8]=[CH:7][C:6]=1[OH:11])([CH3:4])([CH3:3])[CH3:2].[OH:12]O. Product: [C:1]([C:5]1[C:6](=[O:11])[CH:7]=[CH:8][C:9](=[O:12])[CH:10]=1)([CH3:4])([CH3:2])[CH3:3]. The catalyst class is: 15. (4) Reactant: [OH:1][C@H:2]1[C@@H:6]([OH:7])[C@@H:5]([CH2:8][C:9]([NH:11][CH3:12])=[O:10])[N:4]([C:13](OC(C)(C)C)=O)[C@@H:3]1[CH2:20][OH:21].Cl.C(=O)[CH2:24][CH2:25][C:26]1[CH:31]=[CH:30][CH:29]=[CH:28][CH:27]=1.[BH3-]C#N.[Na+]. Product: [OH:7][C@@H:6]1[C@H:2]([OH:1])[C@@H:3]([CH2:20][OH:21])[N:4]([CH2:13][CH2:24][CH2:25][C:26]2[CH:31]=[CH:30][CH:29]=[CH:28][CH:27]=2)[C@@H:5]1[CH2:8][C:9]([NH:11][CH3:12])=[O:10]. The catalyst class is: 5. (5) Reactant: N1C2C(=CC=C([C:10]3[N:19]=[CH:18][C:17]4[C:12](=[C:13]([CH3:23])[C:14]([C:20]([OH:22])=O)=[CH:15][CH:16]=4)[N:11]=3)C=2)C=N1.CN(C(O[N:32]1N=N[C:34]2[CH:35]=[CH:36][CH:37]=[N:38][C:33]1=2)=[N+](C)C)C.F[P-](F)(F)(F)(F)F.[Cl-].[NH4+:49].C([N:53](C(C)C)CC)(C)C.C(O[CH2:63][CH3:64])(=O)C. Product: [NH:49]1[C:35]2[C:36](=[CH:63][CH:64]=[C:33]([NH:32][C:10]3[N:19]=[CH:18][C:17]4[C:12](=[C:13]([CH3:23])[C:14]([C:20]([NH2:53])=[O:22])=[CH:15][CH:16]=4)[N:11]=3)[CH:34]=2)[CH:37]=[N:38]1. The catalyst class is: 3. (6) Reactant: [Cl:1][C:2]1[C:7]([NH2:8])=[C:6]([NH2:9])[CH:5]=[CH:4][N:3]=1.[CH:10]([O-])([O-])OCC. Product: [Cl:1][C:2]1[C:7]2[N:8]=[CH:10][NH:9][C:6]=2[CH:5]=[CH:4][N:3]=1. The catalyst class is: 152. (7) Reactant: C(=O)([O-])[O-].[Na+].[Na+].[ClH:7].F[C:9]1[CH:14]=[CH:13][C:12]([C:15]2[CH:16]=[CH:17][C:18]3[C:22]([C:23]4[CH:24]=[N:25][CH:26]=[CH:27][CH:28]=4)=[CH:21][S:20][C:19]=3[CH:29]=2)=[CH:11][CH:10]=1.[C:30](C1C=CC=CC=1B(O)O)(=[O:32])[CH3:31].Cl.C(OCC)C. Product: [ClH:7].[N:25]1[CH:26]=[CH:27][CH:28]=[C:23]([C:22]2[C:18]3[CH:17]=[CH:16][C:15]([C:12]4[CH:13]=[CH:14][CH:9]=[CH:10][C:11]=4[C:30](=[O:32])[CH3:31])=[CH:29][C:19]=3[S:20][CH:21]=2)[CH:24]=1. The catalyst class is: 165. (8) Reactant: [CH2:1]([O:17][CH2:18][C@H:19]([OH:22])[CH2:20][OH:21])[CH2:2][CH2:3][CH2:4][CH2:5][CH2:6][CH2:7][CH2:8][CH2:9][CH2:10][CH2:11][CH2:12][CH2:13][CH2:14][CH2:15][CH3:16].[CH3:23][C:24]([Si:27](Cl)([CH3:29])[CH3:28])([CH3:26])[CH3:25].CCN(CC)CC.O. Product: [Si:27]([O:21][CH2:20][C@@H:19]([OH:22])[CH2:18][O:17][CH2:1][CH2:2][CH2:3][CH2:4][CH2:5][CH2:6][CH2:7][CH2:8][CH2:9][CH2:10][CH2:11][CH2:12][CH2:13][CH2:14][CH2:15][CH3:16])([C:24]([CH3:26])([CH3:25])[CH3:23])([CH3:29])[CH3:28]. The catalyst class is: 79.